From a dataset of Catalyst prediction with 721,799 reactions and 888 catalyst types from USPTO. Predict which catalyst facilitates the given reaction. (1) Reactant: Br[C:2]1[CH:12]=[C:11]([CH3:13])[C:5]2[N:6]=[C:7]([NH2:10])[N:8]=[N:9][C:4]=2[CH:3]=1.[CH3:14][S:15]([NH:18][C:19]1[CH:20]=[C:21](B(O)O)[CH:22]=[CH:23][CH:24]=1)(=[O:17])=[O:16].C(=O)([O-])[O-].[Na+].[Na+]. Product: [NH2:10][C:7]1[N:8]=[N:9][C:4]2[CH:3]=[C:2]([C:23]3[CH:24]=[C:19]([NH:18][S:15]([CH3:14])(=[O:16])=[O:17])[CH:20]=[CH:21][CH:22]=3)[CH:12]=[C:11]([CH3:13])[C:5]=2[N:6]=1. The catalyst class is: 73. (2) Reactant: [CH2:1]([NH:3][C:4](=[O:27])[O:5][C:6]1[C:7]([CH3:26])=[C:8]2[N:13]([CH:14]=1)[N:12]=[CH:11][N:10]=[C:9]2[O:15][C:16]1[CH:21]=[CH:20][C:19]([N+:22]([O-])=O)=[CH:18][C:17]=1[F:25])[CH3:2].[NH4+].[Cl-]. Product: [CH2:1]([NH:3][C:4](=[O:27])[O:5][C:6]1[C:7]([CH3:26])=[C:8]2[N:13]([CH:14]=1)[N:12]=[CH:11][N:10]=[C:9]2[O:15][C:16]1[CH:21]=[CH:20][C:19]([NH2:22])=[CH:18][C:17]=1[F:25])[CH3:2]. The catalyst class is: 490. (3) Reactant: O[C@H:2]1[CH2:7][C@@H:6]([CH3:8])[S:5][C:4]2[S:9][CH:10]=[CH:11][C:3]1=2.[CH2:12]([NH:14][S:15]([C:18]1[CH:23]=[CH:22][CH:21]=[CH:20][C:19]=1[N+:24]([O-:26])=[O:25])(=[O:17])=[O:16])[CH3:13].C1(P(C2C=CC=CC=2)C2C=CC=CC=2)C=CC=CC=1.[OH-].[Na+]. Product: [CH2:12]([N:14]([C@H:2]1[CH2:7][C@H:6]([CH3:8])[S:5][C:4]2[S:9][CH:10]=[CH:11][C:3]1=2)[S:15]([C:18]1[CH:23]=[CH:22][CH:21]=[CH:20][C:19]=1[N+:24]([O-:26])=[O:25])(=[O:16])=[O:17])[CH3:13]. The catalyst class is: 2. (4) Reactant: [C:1]1([C:12]2[CH:17]=[CH:16][CH:15]=[CH:14][CH:13]=2)[CH:6]=[CH:5][C:4]([O:7][CH2:8][CH2:9][CH2:10]O)=[CH:3][CH:2]=1.C1(P(C2C=CC=CC=2)C2C=CC=CC=2)C=CC=CC=1.C(Br)(Br)(Br)[Br:38]. The catalyst class is: 2. Product: [Br:38][CH2:10][CH2:9][CH2:8][O:7][C:4]1[CH:5]=[CH:6][C:1]([C:12]2[CH:17]=[CH:16][CH:15]=[CH:14][CH:13]=2)=[CH:2][CH:3]=1. (5) Reactant: [H-].[Na+].[Br:3][C:4]1[CH:10]=[C:9]([F:11])[C:7]([NH2:8])=[C:6]([F:12])[CH:5]=1.[CH2:13]([O:20][C:21]1[CH:30]=[C:29]2[C:24]([C:25](Cl)=[N:26][CH:27]=[N:28]2)=[CH:23][C:22]=1[O:32][CH3:33])[C:14]1[CH:19]=[CH:18][CH:17]=[CH:16][CH:15]=1. Product: [CH2:13]([O:20][C:21]1[CH:30]=[C:29]2[C:24]([C:25]([NH:8][C:7]3[C:9]([F:11])=[CH:10][C:4]([Br:3])=[CH:5][C:6]=3[F:12])=[N:26][CH:27]=[N:28]2)=[CH:23][C:22]=1[O:32][CH3:33])[C:14]1[CH:15]=[CH:16][CH:17]=[CH:18][CH:19]=1. The catalyst class is: 3. (6) Reactant: [OH:1][C:2]1[CH:27]=[CH:26][C:5]2[N:6]([CH:19]([CH2:24][CH3:25])[C:20]([O:22][CH3:23])=[O:21])[C:7](=[N:9][C:10](=[O:18])[C:11]3[CH:16]=[CH:15][C:14]([CH3:17])=[CH:13][CH:12]=3)[S:8][C:4]=2[CH:3]=1.C(=O)([O-])[O-].[K+].[K+].[CH2:34](Br)[C:35]1[CH:40]=[CH:39][CH:38]=[CH:37][CH:36]=1. Product: [CH2:34]([O:1][C:2]1[CH:27]=[CH:26][C:5]2[N:6]([CH:19]([CH2:24][CH3:25])[C:20]([O:22][CH3:23])=[O:21])[C:7](=[N:9][C:10](=[O:18])[C:11]3[CH:12]=[CH:13][C:14]([CH3:17])=[CH:15][CH:16]=3)[S:8][C:4]=2[CH:3]=1)[C:35]1[CH:40]=[CH:39][CH:38]=[CH:37][CH:36]=1. The catalyst class is: 9. (7) Reactant: [Li+].C[Si]([N-:6][Si](C)(C)C)(C)C.[CH3:11][O:12][C:13]1[N:18]=[C:17]([CH:19]=O)[CH:16]=[CH:15][CH:14]=1.[N:21]1[CH:26]=[CH:25][CH:24]=[C:23]([CH2:27][C:28]2[CH:29]=[N:30][CH:31]=[CH:32][CH:33]=2)[CH:22]=1. Product: [CH3:11][O:12][C:13]1[N:18]=[C:17]([CH:19]([NH2:6])[CH:27]([C:28]2[CH:29]=[N:30][CH:31]=[CH:32][CH:33]=2)[C:23]2[CH:22]=[N:21][CH:26]=[CH:25][CH:24]=2)[CH:16]=[CH:15][CH:14]=1. The catalyst class is: 1. (8) Reactant: Br[CH2:2][C:3]1[CH:8]=[CH:7][C:6]([N+:9]([O-:11])=[O:10])=[C:5]([O:12][CH3:13])[C:4]=1[Cl:14].[CH2:15]([O:17][P:18]([O:22]CC)[O:19][CH2:20][CH3:21])[CH3:16]. Product: [Cl:14][C:4]1[C:5]([O:12][CH3:13])=[C:6]([N+:9]([O-:11])=[O:10])[CH:7]=[CH:8][C:3]=1[CH2:2][P:18](=[O:22])([O:19][CH2:20][CH3:21])[O:17][CH2:15][CH3:16]. The catalyst class is: 11. (9) Reactant: [C:1]([NH:5][C:6]([C:8]1[C:16]2[C:11](=[N:12][CH:13]=[C:14]([NH:17][C:18]3[S:22][N:21]=[C:20]([CH3:23])[N:19]=3)[N:15]=2)[N:10](COCC[Si](C)(C)C)[CH:9]=1)=[O:7])([CH3:4])([CH3:3])[CH3:2].FC(F)(F)C(O)=O. Product: [C:1]([NH:5][C:6]([C:8]1[C:16]2[C:11](=[N:12][CH:13]=[C:14]([NH:17][C:18]3[S:22][N:21]=[C:20]([CH3:23])[N:19]=3)[N:15]=2)[NH:10][CH:9]=1)=[O:7])([CH3:4])([CH3:3])[CH3:2]. The catalyst class is: 4. (10) Reactant: [Cl:1][C:2]1[CH:7]=[C:6]([Cl:8])[CH:5]=[C:4]([CH3:9])[C:3]=1[OH:10].C(=O)([O-])[O-].[Cs+].[Cs+].[Cl:17][C:18]1[CH:19]=[C:20]([C:25]2[CH:37]=[CH:36][C:28]([C:29]([NH:31][S:32]([CH3:35])(=[O:34])=[O:33])=[O:30])=[CH:27][C:26]=2[CH3:38])[CH:21]=[N:22][C:23]=1F. Product: [Cl:17][C:18]1[CH:19]=[C:20]([C:25]2[CH:37]=[CH:36][C:28]([C:29]([NH:31][S:32]([CH3:35])(=[O:33])=[O:34])=[O:30])=[CH:27][C:26]=2[CH3:38])[CH:21]=[N:22][C:23]=1[O:10][C:3]1[C:4]([CH3:9])=[CH:5][C:6]([Cl:8])=[CH:7][C:2]=1[Cl:1]. The catalyst class is: 16.